From a dataset of Forward reaction prediction with 1.9M reactions from USPTO patents (1976-2016). Predict the product of the given reaction. (1) Given the reactants [CH3:1][O:2][C:3]1[CH:4]=[C:5]2[C:10](=[CH:11][C:12]=1[O:13][CH3:14])[N:9]=[CH:8][CH:7]=[C:6]2[O:15][C:16]1[CH:22]=[CH:21][C:19]([NH2:20])=[CH:18][CH:17]=1.C1(C)C=CC=CC=1.C(N(CC)CC)C.ClC(Cl)(O[C:41](=[O:47])[O:42][C:43](Cl)(Cl)Cl)Cl.[F:49][C:50]1[CH:51]=[C:52]([CH:58]=[CH:59][CH:60]=1)[O:53][CH2:54][CH2:55]CO, predict the reaction product. The product is: [CH3:1][O:2][C:3]1[CH:4]=[C:5]2[C:10](=[CH:11][C:12]=1[O:13][CH3:14])[N:9]=[CH:8][CH:7]=[C:6]2[O:15][C:16]1[CH:22]=[CH:21][C:19]([NH:20][C:41](=[O:47])[O:42][CH2:43][CH2:55][CH2:54][O:53][C:52]2[CH:58]=[CH:59][CH:60]=[C:50]([F:49])[CH:51]=2)=[CH:18][CH:17]=1. (2) Given the reactants [F:1][C:2]1[CH:7]=[CH:6][CH:5]=[CH:4][C:3]=1[CH2:8][C:9]#[N:10].S([O-])([O-])(=O)=O.[CH2:16]([N+:20](CCCC)([CH2:25]CCC)[CH2:21][CH2:22]CC)[CH2:17]CC.[CH2:16]([N+:20](CCCC)([CH2:25]CCC)[CH2:21][CH2:22]CC)[CH2:17]CC.C1(C)C=CC=CC=1.[OH-].[Na+], predict the reaction product. The product is: [F:1][C:2]1[CH:7]=[CH:6][CH:5]=[CH:4][C:3]=1[C:8]1([C:9]#[N:10])[CH2:22][CH2:21][N:20]([CH3:25])[CH2:16][CH2:17]1. (3) Given the reactants [CH2:1]([NH:3][C:4]([NH:6][C:7]1[N:12]=[CH:11][C:10]([C:13]2[CH:14]=[N:15][CH:16]=[C:17]([C:19]([O:21]CC)=[O:20])[CH:18]=2)=[C:9]([C:24]2[S:25][CH:26]=[C:27]([C:29]3[CH:34]=[CH:33][CH:32]=[CH:31][CH:30]=3)[N:28]=2)[CH:8]=1)=[O:5])[CH3:2].[Li+].[OH-].C(#N)C, predict the reaction product. The product is: [CH2:1]([NH:3][C:4]([NH:6][C:7]1[N:12]=[CH:11][C:10]([C:13]2[CH:14]=[N:15][CH:16]=[C:17]([C:19]([OH:21])=[O:20])[CH:18]=2)=[C:9]([C:24]2[S:25][CH:26]=[C:27]([C:29]3[CH:34]=[CH:33][CH:32]=[CH:31][CH:30]=3)[N:28]=2)[CH:8]=1)=[O:5])[CH3:2]. (4) Given the reactants [CH2:1]([O:8][C:9]1[C:18]2[C:13](=[CH:14][C:15]([N+:19]([O-])=O)=[CH:16][CH:17]=2)[CH:12]=[N:11][CH:10]=1)[C:2]1[CH:7]=[CH:6][CH:5]=[CH:4][CH:3]=1.[Cl-].[NH4+], predict the reaction product. The product is: [CH2:1]([O:8][C:9]1[C:18]2[C:13](=[CH:14][C:15]([NH2:19])=[CH:16][CH:17]=2)[CH:12]=[N:11][CH:10]=1)[C:2]1[CH:3]=[CH:4][CH:5]=[CH:6][CH:7]=1. (5) The product is: [O:3]1[CH2:4][CH2:5][O:1][CH:2]1[C:6]1[CH:11]=[CH:10][C:9]([O:12][C:16]2[N:17]=[CH:18][C:19]([C:22]#[N:23])=[N:20][CH:21]=2)=[C:8]([CH3:24])[CH:7]=1. Given the reactants [O:1]1[CH2:5][CH2:4][O:3][CH:2]1[C:6]1[CH:11]=[CH:10][C:9]([OH:12])=[C:8](OC)[CH:7]=1.Cl[C:16]1[N:17]=[CH:18][C:19]([C:22]#[N:23])=[N:20][CH:21]=1.[C:24]([O-])([O-])=O.[K+].[K+], predict the reaction product. (6) The product is: [O:1]([C:8]1[CH:18]=[CH:17][C:16]([NH:19][C:20]2[C:21]3[NH:28][CH:27]=[CH:26][C:22]=3[N:23]=[CH:24][N:25]=2)=[CH:15][C:9]=1[C:10]([OH:12])=[O:11])[C:2]1[CH:3]=[CH:4][CH:5]=[CH:6][CH:7]=1. Given the reactants [O:1]([C:8]1[CH:18]=[CH:17][C:16]([NH:19][C:20]2[C:21]3[NH:28][CH:27]=[CH:26][C:22]=3[N:23]=[CH:24][N:25]=2)=[CH:15][C:9]=1[C:10]([O:12]CC)=[O:11])[C:2]1[CH:7]=[CH:6][CH:5]=[CH:4][CH:3]=1.[OH-].[Na+].Cl, predict the reaction product. (7) The product is: [NH2:10][C:9]1[CH:8]=[CH:7][C:6]([N:13]2[CH:17]=[N:16][CH:15]=[N:14]2)=[CH:5][C:4]=1[F:3]. Given the reactants [H][H].[F:3][C:4]1[CH:5]=[C:6]([N:13]2[CH:17]=[N:16][CH:15]=[N:14]2)[CH:7]=[CH:8][C:9]=1[N+:10]([O-])=O, predict the reaction product. (8) Given the reactants C(OC(=O)[N:7]([C:9]1[N:17]=[CH:16][N:15]=[C:14]2[C:10]=1[N:11]=[CH:12][N:13]2[C:18]1[CH:23]=[CH:22][C:21]([NH:24][C:25]([NH:27][C:28]2[CH:33]=[CH:32][C:31]([CH:34]=O)=[C:30]([C:36]([F:39])([F:38])[F:37])[CH:29]=2)=[O:26])=[CH:20][CH:19]=1)[CH3:8])(C)(C)C.C(O)(=O)C.[CH3:45][N:46]1[CH2:51][CH2:50][NH:49][CH2:48][CH2:47]1.C([BH3-])#N.[Na+], predict the reaction product. The product is: [CH3:8][NH:7][C:9]1[N:17]=[CH:16][N:15]=[C:14]2[C:10]=1[N:11]=[CH:12][N:13]2[C:18]1[CH:19]=[CH:20][C:21]([NH:24][C:25]([NH:27][C:28]2[CH:33]=[CH:32][C:31]([CH2:34][N:49]3[CH2:50][CH2:51][N:46]([CH3:45])[CH2:47][CH2:48]3)=[C:30]([C:36]([F:37])([F:38])[F:39])[CH:29]=2)=[O:26])=[CH:22][CH:23]=1. (9) Given the reactants [Na+].Cl[C:3]1[CH:8]=[CH:7][C:6]([S:9]([O-:12])(=[O:11])=[O:10])=[CH:5][C:4]=1[N+:13]([O-:15])=[O:14].[CH2:16]([NH2:34])[CH2:17][CH2:18][CH2:19][CH2:20][CH2:21][CH2:22][CH2:23][CH2:24][CH2:25][CH2:26][CH2:27][CH2:28][CH2:29][CH2:30][CH2:31][CH2:32][CH3:33].[C:35]([O-])(O)=O.[Na+].C(O)CCC, predict the reaction product. The product is: [N+:13]([C:4]1[CH:5]=[C:6]([S:9]([OH:12])(=[O:11])=[O:10])[CH:7]=[CH:8][C:3]=1[NH:34][CH2:16][CH2:17][CH2:18][CH2:19][CH2:20][CH2:21][CH2:22][CH2:23][CH2:24][CH2:25][CH2:26][CH2:27][CH2:28][CH2:29][CH2:30][CH2:31][CH2:32][CH2:33][CH3:35])([O-:15])=[O:14]. (10) Given the reactants [F:1][C:2]([F:16])([F:15])[C:3](=[O:14])[CH2:4][C:5]([C:7]1[CH:12]=[CH:11][C:10](Br)=[CH:9][CH:8]=1)=[O:6].[O:17]1[CH:21]=[CH:20][CH:19]=[C:18]1B(O)O.C([O-])(O)=O.[Na+], predict the reaction product. The product is: [F:1][C:2]([F:16])([F:15])[C:3](=[O:14])[CH2:4][C:5]([C:7]1[CH:12]=[CH:11][C:10]([C:18]2[O:17][CH:21]=[CH:20][CH:19]=2)=[CH:9][CH:8]=1)=[O:6].